Dataset: Forward reaction prediction with 1.9M reactions from USPTO patents (1976-2016). Task: Predict the product of the given reaction. Given the reactants O.[CH2:2]([NH:9][CH:10]([C:16]1[CH:21]=[CH:20][C:19]2[O:22][CH2:23][O:24][C:18]=2[CH:17]=1)CC(OC)=O)[C:3]1[CH:8]=[CH:7][CH:6]=[CH:5][CH:4]=1.[C:25](=[O:28])([O-:27])O.[Na+].[C:30]1(C)C=CC=CC=1, predict the reaction product. The product is: [CH2:2]([NH:9][C@@H:10]([CH2:16][C:21]1[CH:30]=[CH:17][C:18]2[O:24][CH2:23][O:22][C:19]=2[CH:20]=1)[C:25]([OH:27])=[O:28])[C:3]1[CH:4]=[CH:5][CH:6]=[CH:7][CH:8]=1.